This data is from Reaction yield outcomes from USPTO patents with 853,638 reactions. The task is: Predict the reaction yield, written as a fraction of the theoretical maximum amount of product (1.0 means a 100% yield; for example, 0.34 means a 34% yield). (1) The reactants are C([N:8]1[CH2:13][CH2:12][N:11]([C:14]2[S:18][C:17]([NH:19][C:20](=[O:22])[CH3:21])=[N:16][C:15]=2[C:23]2[O:24][CH:25]=[CH:26][CH:27]=2)[CH2:10][CH2:9]1)C1C=CC=CC=1.[H][H].[C:30]([OH:37])(=[O:36])/[CH:31]=[CH:32]/[C:33]([OH:35])=[O:34]. The catalyst is CO.C(O)C.[C].[Pd]. The product is [C:30]([OH:37])(=[O:36])/[CH:31]=[CH:32]/[C:33]([OH:35])=[O:34].[O:24]1[CH:25]=[CH:26][CH:27]=[C:23]1[C:15]1[N:16]=[C:17]([NH:19][C:20](=[O:22])[CH3:21])[S:18][C:14]=1[N:11]1[CH2:10][CH2:9][NH:8][CH2:13][CH2:12]1. The yield is 0.140. (2) The reactants are [CH3:1][C:2]1[CH:7]=[C:6]([C:8]2[CH:13]=[CH:12][CH:11]=[CH:10][C:9]=2[CH:14]([CH3:16])[CH3:15])[C:5]([O:17]C)=[C:4]([C:19]2[CH:24]=[CH:23][CH:22]=[CH:21][C:20]=2[CH:25]([CH3:27])[CH3:26])[CH:3]=1.O.C(OCC)C. The catalyst is C(Cl)Cl. The product is [CH3:1][C:2]1[CH:7]=[C:6]([C:8]2[CH:13]=[CH:12][CH:11]=[CH:10][C:9]=2[CH:14]([CH3:16])[CH3:15])[C:5]([OH:17])=[C:4]([C:19]2[CH:24]=[CH:23][CH:22]=[CH:21][C:20]=2[CH:25]([CH3:27])[CH3:26])[CH:3]=1. The yield is 0.950.